The task is: Predict the reactants needed to synthesize the given product.. This data is from Retrosynthesis with 50K atom-mapped reactions and 10 reaction types from USPTO. (1) Given the product O=C(Nc1ccc(-c2ccn(C3CCC(C(=O)O)CC3)n2)cc1)Nc1cccc(C(F)(F)F)c1, predict the reactants needed to synthesize it. The reactants are: CCOC(=O)C1CCC(n2ccc(-c3ccc(NC(=O)Nc4cccc(C(F)(F)F)c4)cc3)n2)CC1. (2) Given the product NC1CCc2cc(CN3CCCCC3)ccc2C1, predict the reactants needed to synthesize it. The reactants are: CC(C)(C)OC(=O)NC1CCc2cc(CN3CCCCC3)ccc2C1. (3) Given the product NCCn1ccc2ccc(Br)cc21, predict the reactants needed to synthesize it. The reactants are: Brc1ccc2cc[nH]c2c1.NCCCl. (4) Given the product CN1CCN(c2cc3nccc(Oc4ccc(N)cc4F)c3s2)CC1, predict the reactants needed to synthesize it. The reactants are: CN1CCNCC1.Nc1ccc(Oc2ccnc3cc(I)sc23)c(F)c1. (5) Given the product COc1cc2[nH]nnc2cc1C(=O)NC1CN2CCC1CC2, predict the reactants needed to synthesize it. The reactants are: COc1cc2[nH]nnc2cc1C(=O)O.NC1CN2CCC1CC2. (6) Given the product O=C(OC[C@H]1O[C@@H](n2ccc(=O)[nH]c2=O)[C@@](F)(Cl)[C@@H]1OC(=O)c1ccccc1)c1ccccc1, predict the reactants needed to synthesize it. The reactants are: CS(=O)(=O)OC1O[C@H](COC(=O)c2ccccc2)[C@@H](OC(=O)c2ccccc2)[C@]1(F)Cl.O=c1cc[nH]c(=O)[nH]1. (7) Given the product COc1ccc(C[C@H](N)C(=O)N[C@@H](Cc2ccc(OC)cc2)C(=O)N[C@@H]2[C@@H](C(=O)O)O[C@@H](n3cnc4c(N)ncnc43)[C@@H]2O)cc1, predict the reactants needed to synthesize it. The reactants are: COc1ccc(C[C@H](NC(=O)OC(C)(C)C)C(=O)N[C@@H](Cc2ccc(OC)cc2)C(=O)N[C@@H]2[C@@H](C(=O)O)O[C@@H](n3cnc4c(N)ncnc43)[C@@H]2O)cc1. (8) Given the product Cn1nnn(-c2cccc(C3CC3)c2COc2ccn(-c3ccc(F)cc3)n2)c1=O, predict the reactants needed to synthesize it. The reactants are: Cn1nnn(-c2cccc(C3CC3)c2CBr)c1=O.Oc1ccn(-c2ccc(F)cc2)n1.